Dataset: NCI-60 drug combinations with 297,098 pairs across 59 cell lines. Task: Regression. Given two drug SMILES strings and cell line genomic features, predict the synergy score measuring deviation from expected non-interaction effect. (1) Drug 1: CS(=O)(=O)C1=CC(=C(C=C1)C(=O)NC2=CC(=C(C=C2)Cl)C3=CC=CC=N3)Cl. Drug 2: CN(CC1=CN=C2C(=N1)C(=NC(=N2)N)N)C3=CC=C(C=C3)C(=O)NC(CCC(=O)O)C(=O)O. Cell line: PC-3. Synergy scores: CSS=46.5, Synergy_ZIP=2.93, Synergy_Bliss=2.77, Synergy_Loewe=-15.7, Synergy_HSA=2.62. (2) Drug 1: CC12CCC(CC1=CCC3C2CCC4(C3CC=C4C5=CN=CC=C5)C)O. Drug 2: C1CC(C1)(C(=O)O)C(=O)O.[NH2-].[NH2-].[Pt+2]. Cell line: K-562. Synergy scores: CSS=26.7, Synergy_ZIP=-5.67, Synergy_Bliss=-0.535, Synergy_Loewe=-4.94, Synergy_HSA=0.981.